The task is: Predict which catalyst facilitates the given reaction.. This data is from Catalyst prediction with 721,799 reactions and 888 catalyst types from USPTO. (1) The catalyst class is: 2. Product: [CH3:40][O:39][C:36]1[CH:37]=[CH:38][C:33]2[N:32]([CH3:41])[C:31](=[O:42])[N:30]([CH2:29][C@H:26]3[CH2:27][CH2:28][C@H:23]([C:21]([N:18]4[CH2:17][CH2:16][NH:15][CH2:20][CH2:19]4)=[O:22])[CH2:24][CH2:25]3)[C:34]=2[CH:35]=1. Reactant: FC(F)(F)C(O)=O.C(OC([N:15]1[CH2:20][CH2:19][N:18]([C:21]([C@H:23]2[CH2:28][CH2:27][C@H:26]([CH2:29][N:30]3[C:34]4[CH:35]=[C:36]([O:39][CH3:40])[CH:37]=[CH:38][C:33]=4[N:32]([CH3:41])[C:31]3=[O:42])[CH2:25][CH2:24]2)=[O:22])[CH2:17][CH2:16]1)=O)(C)(C)C.O. (2) Reactant: Cl[C:2]1[CH:7]=[C:6]([NH2:8])[CH:5]=[C:4]([N:9]2[CH2:14][CH2:13][O:12][CH2:11][CH2:10]2)[N:3]=1.[CH3:15][N:16]1[CH2:21][CH2:20][NH:19][CH2:18][CH2:17]1. Product: [CH3:15][N:16]1[CH2:21][CH2:20][N:19]([C:2]2[CH:7]=[C:6]([NH2:8])[CH:5]=[C:4]([N:9]3[CH2:14][CH2:13][O:12][CH2:11][CH2:10]3)[N:3]=2)[CH2:18][CH2:17]1. The catalyst class is: 44. (3) Reactant: [CH2:1]([C:3]1[CH:8]=[CH:7][C:6]([O:9][C:10]2[CH:15]=[CH:14][CH:13]=[CH:12][C:11]=2[N+:16]([O-])=O)=[C:5]([O:19][CH3:20])[CH:4]=1)[CH3:2].C1COCC1. Product: [CH2:1]([C:3]1[CH:8]=[CH:7][C:6]([O:9][C:10]2[CH:15]=[CH:14][CH:13]=[CH:12][C:11]=2[NH2:16])=[C:5]([O:19][CH3:20])[CH:4]=1)[CH3:2]. The catalyst class is: 8. (4) Reactant: [BH4-].[Na+].[CH3:3][O:4][C:5]([C:7]1[S:8][C:9]([CH:20]=[O:21])=[CH:10][C:11]=1[NH:12][C:13]([O:15][C:16]([CH3:19])([CH3:18])[CH3:17])=[O:14])=[O:6].C(OCC)(=O)C.O. Product: [CH3:3][O:4][C:5]([C:7]1[S:8][C:9]([CH2:20][OH:21])=[CH:10][C:11]=1[NH:12][C:13]([O:15][C:16]([CH3:17])([CH3:19])[CH3:18])=[O:14])=[O:6]. The catalyst class is: 40. (5) Reactant: [F:1][C:2]([F:14])([S:10]([O-:13])(=[O:12])=[O:11])[CH2:3][O:4][C:5](=[O:9])[C:6]([CH3:8])=[CH2:7].C([NH+](CC)CC)C.[Br-].[C:23]1([S+:29]([C:36]2[CH:41]=[CH:40][CH:39]=[CH:38][CH:37]=2)[C:30]2[CH:35]=[CH:34][CH:33]=[CH:32][CH:31]=2)[CH:28]=[CH:27][CH:26]=[CH:25][CH:24]=1. Product: [F:14][C:2]([F:1])([S:10]([O-:13])(=[O:12])=[O:11])[CH2:3][O:4][C:5](=[O:9])[C:6]([CH3:8])=[CH2:7].[C:36]1([S+:29]([C:23]2[CH:24]=[CH:25][CH:26]=[CH:27][CH:28]=2)[C:30]2[CH:35]=[CH:34][CH:33]=[CH:32][CH:31]=2)[CH:37]=[CH:38][CH:39]=[CH:40][CH:41]=1. The catalyst class is: 22.